From a dataset of Full USPTO retrosynthesis dataset with 1.9M reactions from patents (1976-2016). Predict the reactants needed to synthesize the given product. (1) Given the product [Br:7][C:4]1[S:3][C:2]([C:13]([O:15][CH2:11][CH3:12])=[O:14])=[N:6][CH:5]=1, predict the reactants needed to synthesize it. The reactants are: Br[C:2]1[S:3][C:4]([Br:7])=[CH:5][N:6]=1.[Li]CC[CH2:11][CH3:12].[C:13](=[O:15])=[O:14].OS(O)(=O)=O. (2) The reactants are: [O:1]1[C:5]2[CH:6]=[CH:7][C:8]([CH2:10][N:11]3[C:20]([C:21](O)=[O:22])=[C:19]([C:24]4[CH:29]=[CH:28][CH:27]=[CH:26][CH:25]=4)[C:18]4[C:13](=[CH:14][CH:15]=[C:16]([Br:30])[CH:17]=4)[C:12]3=[O:31])=[CH:9][C:4]=2[O:3][CH2:2]1.[CH2:32]([NH2:35])[CH2:33][CH3:34]. Given the product [CH2:32]([NH:35][C:21]([C:20]1[N:11]([CH2:10][C:8]2[CH:7]=[CH:6][C:5]3[O:1][CH2:2][O:3][C:4]=3[CH:9]=2)[C:12](=[O:31])[C:13]2[C:18]([C:19]=1[C:24]1[CH:25]=[CH:26][CH:27]=[CH:28][CH:29]=1)=[CH:17][C:16]([Br:30])=[CH:15][CH:14]=2)=[O:22])[CH2:33][CH3:34], predict the reactants needed to synthesize it. (3) Given the product [CH2:13]([O:15][C:16]([C@:18]1([F:25])[C@@H:23]2[C@H:19]1[CH2:20][CH:21]=[C:22]2[C:26]([O:27][CH2:50][C:51]1[CH:56]=[CH:55][CH:54]=[CH:53][CH:52]=1)=[O:29])=[O:17])[CH3:14], predict the reactants needed to synthesize it. The reactants are: C(NC(C)C)(C)C.C([Li])CCC.[CH2:13]([O:15][C:16]([C@:18]1([F:25])[C@@H:23]2[C@H:19]1[CH2:20][CH2:21][C:22]2=O)=[O:17])[CH3:14].[C:26](=[O:29])(O)[O-:27].[Na+].C1(P(C2C=CC=CC=2)C2C=CC=CC=2)C=CC=CC=1.[CH2:50](O)[C:51]1[CH:56]=[CH:55][CH:54]=[CH:53][CH:52]=1.Cl.